Dataset: Full USPTO retrosynthesis dataset with 1.9M reactions from patents (1976-2016). Task: Predict the reactants needed to synthesize the given product. Given the product [C:12]([O:11][C:9]([NH:16][C:17]1[CH:26]=[CH:25][C:20]([C:21]([O:23][CH3:24])=[O:22])=[CH:19][N:18]=1)=[O:10])([CH3:13])([CH3:14])[CH3:15], predict the reactants needed to synthesize it. The reactants are: [C:12]([O:11][C:9](O[C:9]([O:11][C:12]([CH3:15])([CH3:14])[CH3:13])=[O:10])=[O:10])([CH3:15])([CH3:14])[CH3:13].[NH2:16][C:17]1[CH:26]=[CH:25][C:20]([C:21]([O:23][CH3:24])=[O:22])=[CH:19][N:18]=1.